Dataset: NCI-60 drug combinations with 297,098 pairs across 59 cell lines. Task: Regression. Given two drug SMILES strings and cell line genomic features, predict the synergy score measuring deviation from expected non-interaction effect. (1) Drug 1: C1=C(C(=O)NC(=O)N1)N(CCCl)CCCl. Drug 2: CC(C1=C(C=CC(=C1Cl)F)Cl)OC2=C(N=CC(=C2)C3=CN(N=C3)C4CCNCC4)N. Cell line: OVCAR-4. Synergy scores: CSS=-4.18, Synergy_ZIP=-0.662, Synergy_Bliss=-4.67, Synergy_Loewe=-5.36, Synergy_HSA=-5.43. (2) Drug 1: CN(C)C1=NC(=NC(=N1)N(C)C)N(C)C. Drug 2: C1C(C(OC1N2C=NC3=C(N=C(N=C32)Cl)N)CO)O. Cell line: SNB-75. Synergy scores: CSS=-0.614, Synergy_ZIP=0.937, Synergy_Bliss=0.992, Synergy_Loewe=-1.57, Synergy_HSA=-1.14. (3) Drug 1: CCC1(CC2CC(C3=C(CCN(C2)C1)C4=CC=CC=C4N3)(C5=C(C=C6C(=C5)C78CCN9C7C(C=CC9)(C(C(C8N6C=O)(C(=O)OC)O)OC(=O)C)CC)OC)C(=O)OC)O.OS(=O)(=O)O. Drug 2: CN(CCCl)CCCl.Cl. Cell line: KM12. Synergy scores: CSS=33.4, Synergy_ZIP=-14.1, Synergy_Bliss=-6.60, Synergy_Loewe=-5.68, Synergy_HSA=-3.58. (4) Drug 1: CCCCC(=O)OCC(=O)C1(CC(C2=C(C1)C(=C3C(=C2O)C(=O)C4=C(C3=O)C=CC=C4OC)O)OC5CC(C(C(O5)C)O)NC(=O)C(F)(F)F)O. Drug 2: CC12CCC3C(C1CCC2OP(=O)(O)O)CCC4=C3C=CC(=C4)OC(=O)N(CCCl)CCCl.[Na+]. Cell line: M14. Synergy scores: CSS=48.9, Synergy_ZIP=0.122, Synergy_Bliss=-1.11, Synergy_Loewe=-0.0828, Synergy_HSA=0.122. (5) Drug 1: C1C(C(OC1N2C=NC3=C(N=C(N=C32)Cl)N)CO)O. Drug 2: C(CN)CNCCSP(=O)(O)O. Cell line: A498. Synergy scores: CSS=6.38, Synergy_ZIP=-2.29, Synergy_Bliss=-0.350, Synergy_Loewe=-20.3, Synergy_HSA=-4.11. (6) Drug 1: CCN(CC)CCNC(=O)C1=C(NC(=C1C)C=C2C3=C(C=CC(=C3)F)NC2=O)C. Drug 2: C1CN1C2=NC(=NC(=N2)N3CC3)N4CC4. Cell line: OVCAR-8. Synergy scores: CSS=22.8, Synergy_ZIP=-7.47, Synergy_Bliss=-0.356, Synergy_Loewe=-5.57, Synergy_HSA=0.187. (7) Drug 1: C1=CN(C(=O)N=C1N)C2C(C(C(O2)CO)O)(F)F. Drug 2: CC1(CCCN1)C2=NC3=C(C=CC=C3N2)C(=O)N. Cell line: UACC62. Synergy scores: CSS=28.5, Synergy_ZIP=0.716, Synergy_Bliss=-4.22, Synergy_Loewe=-44.9, Synergy_HSA=-6.86.